Predict the reactants needed to synthesize the given product. From a dataset of Full USPTO retrosynthesis dataset with 1.9M reactions from patents (1976-2016). (1) Given the product [F:1][C:2]1[CH:8]=[C:7]2[C:5](=[C:4]([N+:9]([O-:11])=[O:10])[CH:3]=1)[N:6]=[CH:16][CH:14]=[CH:13]2, predict the reactants needed to synthesize it. The reactants are: [F:1][C:2]1[CH:8]=[CH:7][C:5]([NH2:6])=[C:4]([N+:9]([O-:11])=[O:10])[CH:3]=1.O[CH2:13][CH:14]([CH2:16]O)O.[Na+].[N+](C1C=C(S([O-])(=O)=O)C=CC=1)([O-])=O.OS(O)(=O)=O.O. (2) Given the product [CH2:35]([C:14]1[C:15]2[CH2:21][CH:20]([CH2:22][C:23]([OH:38])=[O:34])[C:19]3[CH:28]=[CH:29][CH:30]=[CH:31][C:18]=3[CH2:17][C:16]=2[CH:32]=[C:12]([CH2:11][CH2:10][CH2:9][CH2:8][NH:7][C:2]2[CH:3]=[CH:4][CH:5]=[CH:6][N:1]=2)[CH:13]=1)[CH3:36], predict the reactants needed to synthesize it. The reactants are: [N:1]1[CH:6]=[CH:5][CH:4]=[CH:3][C:2]=1[NH:7][CH2:8][CH2:9][CH2:10][CH2:11][C:12]1[CH:13]=[CH:14][C:15]2[CH2:21][CH:20]([CH2:22][C:23](OCC)=O)[C:19]3[CH:28]=[CH:29][CH:30]=[CH:31][C:18]=3[CH2:17][C:16]=2[CH:32]=1.[Li+].[OH-:34].[CH3:35][C:36]#N.[OH2:38].